This data is from Catalyst prediction with 721,799 reactions and 888 catalyst types from USPTO. The task is: Predict which catalyst facilitates the given reaction. (1) Reactant: [CH3:1][CH:2]1[CH2:10][C:9]2[C:4](=[CH:5][CH:6]=[CH:7][CH:8]=2)[N:3]1[NH:11][C:12]([C:14]1[CH:15]=[N:16][C:17]([C:20]2[CH:25]=[CH:24][CH:23]=[C:22]([F:26])[CH:21]=2)=[N:18][CH:19]=1)=[O:13]. Product: [CH3:1][C:2]1[N:3]([NH:11][C:12]([C:14]2[CH:15]=[N:16][C:17]([C:20]3[CH:25]=[CH:24][CH:23]=[C:22]([F:26])[CH:21]=3)=[N:18][CH:19]=2)=[O:13])[C:4]2[C:9]([CH:10]=1)=[CH:8][CH:7]=[CH:6][CH:5]=2. The catalyst class is: 177. (2) Reactant: Br[C:2]1[CH:3]=[C:4]([N:8]2[CH2:13][CH2:12][N:11]([CH3:14])[CH2:10][CH2:9]2)[CH:5]=[N:6][CH:7]=1.[S:15]1[CH:19]=[CH:18][CH:17]=[C:16]1[Sn](CCCC)(CCCC)CCCC. Product: [CH3:14][N:11]1[CH2:12][CH2:13][N:8]([C:4]2[CH:5]=[N:6][CH:7]=[C:2]([C:16]3[S:15][CH:19]=[CH:18][CH:17]=3)[CH:3]=2)[CH2:9][CH2:10]1. The catalyst class is: 203. (3) Reactant: [F:1][C:2]1[CH:7]=[C:6]([N:8]2[CH:12]=[CH:11][CH:10]=[N:9]2)[CH:5]=[CH:4][C:3]=1[NH:13][N:14]=[C:15]([C:21]1[N:25]([C:26]2[CH:31]=[CH:30][CH:29]=[CH:28][CH:27]=2)[N:24]=[CH:23][CH:22]=1)[C:16](=[O:20])[CH2:17][O:18][CH3:19].[CH3:32]OC(OC)N(C)C.O. Product: [F:1][C:2]1[CH:7]=[C:6]([N:8]2[CH:12]=[CH:11][CH:10]=[N:9]2)[CH:5]=[CH:4][C:3]=1[N:13]1[CH:32]=[C:17]([O:18][CH3:19])[C:16](=[O:20])[C:15]([C:21]2[N:25]([C:26]3[CH:27]=[CH:28][CH:29]=[CH:30][CH:31]=3)[N:24]=[CH:23][CH:22]=2)=[N:14]1. The catalyst class is: 80.